Dataset: Human liver microsome stability data. Task: Regression/Classification. Given a drug SMILES string, predict its absorption, distribution, metabolism, or excretion properties. Task type varies by dataset: regression for continuous measurements (e.g., permeability, clearance, half-life) or binary classification for categorical outcomes (e.g., BBB penetration, CYP inhibition). Dataset: hlm. (1) The result is 1 (stable in human liver microsomes). The drug is CCN(C(=O)Nc1ccc(C(C)C)cc1)C1Cc2ccc(SC(C)(C)C(=O)O)cc2C1. (2) The compound is CC(C)N1CCN=C1N=C(Nc1ccc(Cl)c(Cl)c1)N1CCCCC1. The result is 0 (unstable in human liver microsomes). (3) The molecule is CC[C@H](Nc1nc(N)nc(C)c1C#N)c1nc2cccc(CCCCCC(=O)NO)c2c(=O)n1-c1ccccc1. The result is 0 (unstable in human liver microsomes). (4) The drug is Cc1nc(-c2ccccc2)c(C(=O)N2CCCCC2CNc2ccc(C(F)(F)F)cn2)s1. The result is 0 (unstable in human liver microsomes). (5) The molecule is COc1ccc(S(=O)(=O)N[C@H]2CC[C@@H](N3CCC(c4ccccc4OC(C)C)CC3)CC2)cc1OC. The result is 1 (stable in human liver microsomes). (6) The compound is CCCCCC(C)NCc1coc(-c2ccc(OCC)cc2)n1. The result is 0 (unstable in human liver microsomes). (7) The compound is Cc1ccc(S(=O)(=O)N2Cc3ccc(/C=C/C(=O)NO)cc3C2)cc1. The result is 1 (stable in human liver microsomes). (8) The drug is O=C(O)c1ccc2c(C3CCCCC3)c(-c3ccoc3)n(CC(=O)N3CCOCC3)c2c1. The result is 0 (unstable in human liver microsomes). (9) The drug is O[C@H]1CC[C@H](n2nnc3cnc4[nH]ccc4c32)CC1. The result is 0 (unstable in human liver microsomes).